From a dataset of Full USPTO retrosynthesis dataset with 1.9M reactions from patents (1976-2016). Predict the reactants needed to synthesize the given product. (1) Given the product [CH:2]1([C:1]([NH:5][C:6]2[CH:7]=[C:8]([CH:12]3[CH2:17][CH2:16][N:15]([C:18]([O:20][C:21]([CH3:23])([CH3:22])[CH3:24])=[O:19])[CH2:14][CH2:13]3)[CH:9]=[CH:10][CH:11]=2)=[O:4])[CH2:26][CH2:3]1, predict the reactants needed to synthesize it. The reactants are: [C:1]([NH:5][C:6]1[CH:7]=[C:8]([CH:12]2[CH2:17][CH2:16][N:15]([C:18]([O:20][C:21]([CH3:24])([CH3:23])[CH3:22])=[O:19])[CH2:14][CH2:13]2)[CH:9]=[CH:10][CH:11]=1)(=[O:4])[CH2:2][CH3:3].N[C:26]1C=C(C2CCN(C(OC(C)(C)C)=O)CC2)C=CC=1.C1(C(Cl)=O)CC1. (2) Given the product [CH2:1]([O:8][C:9]([N:11]1[CH2:15][C@H:14]([O:16][C:17]([CH3:19])([CH3:20])[CH3:18])[CH2:13][C@H:12]1[C:21](=[O:22])[NH:28][CH2:27][CH:26]([O:29][CH3:30])[O:25][CH3:24])=[O:10])[C:2]1[CH:3]=[CH:4][CH:5]=[CH:6][CH:7]=1, predict the reactants needed to synthesize it. The reactants are: [CH2:1]([O:8][C:9]([N:11]1[CH2:15][C@H:14]([O:16][C:17]([CH3:20])([CH3:19])[CH3:18])[CH2:13][C@H:12]1[C:21](O)=[O:22])=[O:10])[C:2]1[CH:7]=[CH:6][CH:5]=[CH:4][CH:3]=1.[CH3:24][O:25][CH:26]([O:29][CH3:30])[CH2:27][NH2:28].CCN=C=NCCCN(C)C.Cl.C1C=CC2N(O)N=NC=2C=1.C(N(CC)CC)C. (3) The reactants are: [OH:1][C@@H:2]1[CH2:6][O:5][C@@H:4]2[C@H:7]([O:10][C:11]3[NH:12][C:13]4[C:14]([N:42]=3)=[N:15][C:16]([C:28]3[CH:33]=[CH:32][C:31]([C:34]5[CH:41]=[CH:40][C:37]([C:38]#[N:39])=[CH:36][CH:35]=5)=[CH:30][CH:29]=3)=[C:17]([Cl:27])[C:18]=4COCC[Si](C)(C)C)[CH2:8][O:9][C@H:3]12.C(O)=O.OS([O-])(=O)=O.[K+].[OH-].[Na+]. Given the product [OH:1][C@@H:2]1[CH2:6][O:5][C@@H:4]2[C@H:7]([O:10][C:11]3[NH:12][C:13]4[C:14]([N:42]=3)=[N:15][C:16]([C:28]3[CH:29]=[CH:30][C:31]([C:34]5[CH:41]=[CH:40][C:37]([C:38]#[N:39])=[CH:36][CH:35]=5)=[CH:32][CH:33]=3)=[C:17]([Cl:27])[CH:18]=4)[CH2:8][O:9][C@H:3]12, predict the reactants needed to synthesize it. (4) Given the product [ClH:42].[CH3:31][O:30][C:19]1[C:18]([NH:17][C:12]2[N:11]=[C:10]([C:8]3[S:7][C:6]4[C:2]([CH3:1])([CH3:41])[N:3]([CH2:33][CH2:34][N:35]5[CH2:40][CH2:39][O:38][CH2:37][CH2:36]5)[C:4](=[O:32])[C:5]=4[CH:9]=3)[C:15]([CH3:16])=[CH:14][N:13]=2)=[CH:22][NH:21][N:20]=1, predict the reactants needed to synthesize it. The reactants are: [CH3:1][C:2]1([CH3:41])[C:6]2[S:7][C:8]([C:10]3[C:15]([CH3:16])=[CH:14][N:13]=[C:12]([NH:17][C:18]4[C:19]([O:30][CH3:31])=[N:20][N:21](C(OC(C)(C)C)=O)[CH:22]=4)[N:11]=3)=[CH:9][C:5]=2[C:4](=[O:32])[N:3]1[CH2:33][CH2:34][N:35]1[CH2:40][CH2:39][O:38][CH2:37][CH2:36]1.[ClH:42]. (5) Given the product [Cl:29][C:21]1[CH:22]=[C:23]([Cl:28])[C:24]([O:26][CH3:27])=[CH:25][C:20]=1[NH:19][C:11]1[C:10]2[C:15](=[CH:16][C:7]3[CH:6]=[C:5]([O:4][CH2:3][CH2:2][N:35]4[N:36]=[CH:37][CH:38]=[N:34]4)[C:31]([O:32][CH3:33])=[CH:30][C:8]=3[CH:9]=2)[N:14]=[CH:13][C:12]=1[C:17]#[N:18], predict the reactants needed to synthesize it. The reactants are: Cl[CH2:2][CH2:3][O:4][C:5]1[C:31]([O:32][CH3:33])=[CH:30][C:8]2[CH:9]=[C:10]3[C:15](=[CH:16][C:7]=2[CH:6]=1)[N:14]=[CH:13][C:12]([C:17]#[N:18])=[C:11]3[NH:19][C:20]1[CH:25]=[C:24]([O:26][CH3:27])[C:23]([Cl:28])=[CH:22][C:21]=1[Cl:29].[NH:34]1[CH:38]=[CH:37][N:36]=[N:35]1.[OH-].[Na+]. (6) Given the product [ClH:1].[NH:26]1[C:27]2[C:23](=[CH:22][C:21]([NH:20][C:2]3[C:11]4[C:6](=[CH:7][CH:8]=[CH:9][C:10]=4[O:12][CH:13]4[CH2:18][CH2:17][N:16]([CH3:19])[CH2:15][CH2:14]4)[N:5]=[CH:4][N:3]=3)=[CH:29][CH:28]=2)[CH:24]=[CH:25]1, predict the reactants needed to synthesize it. The reactants are: [Cl:1][C:2]1[C:11]2[C:6](=[CH:7][CH:8]=[CH:9][C:10]=2[O:12][CH:13]2[CH2:18][CH2:17][N:16]([CH3:19])[CH2:15][CH2:14]2)[N:5]=[CH:4][N:3]=1.[NH2:20][C:21]1[CH:22]=[C:23]2[C:27](=[CH:28][CH:29]=1)[NH:26][CH:25]=[CH:24]2. (7) Given the product [OH:36][C:37]1[CH:42]=[CH:41][C:40]([C:2]2[CH:3]=[C:4]3[C:10]([NH:11][C:12]([C:14]4[CH:15]=[N:16][N:17]([CH2:19][C:20]5[CH:25]=[CH:24][CH:23]=[CH:22][CH:21]=5)[CH:18]=4)=[O:13])=[CH:9][N:8]([S:26]([C:29]4[CH:34]=[CH:33][C:32]([CH3:35])=[CH:31][CH:30]=4)(=[O:28])=[O:27])[C:5]3=[N:6][CH:7]=2)=[CH:39][CH:38]=1, predict the reactants needed to synthesize it. The reactants are: Br[C:2]1[CH:3]=[C:4]2[C:10]([NH:11][C:12]([C:14]3[CH:15]=[N:16][N:17]([CH2:19][C:20]4[CH:25]=[CH:24][CH:23]=[CH:22][CH:21]=4)[CH:18]=3)=[O:13])=[CH:9][N:8]([S:26]([C:29]3[CH:34]=[CH:33][C:32]([CH3:35])=[CH:31][CH:30]=3)(=[O:28])=[O:27])[C:5]2=[N:6][CH:7]=1.[OH:36][C:37]1[CH:42]=[CH:41][C:40](B(O)O)=[CH:39][CH:38]=1.C([O-])([O-])=O.[K+].[K+]. (8) Given the product [CH3:1][O:2][P:3]([NH:7][C:8]1[CH:17]=[CH:16][C:11]([C:12]([OH:14])=[O:13])=[CH:10][CH:9]=1)([O:5][CH3:6])=[O:4], predict the reactants needed to synthesize it. The reactants are: [CH3:1][O:2][P:3]([NH:7][C:8]1[CH:17]=[CH:16][C:11]([C:12]([O:14]C)=[O:13])=[CH:10][CH:9]=1)([O:5][CH3:6])=[O:4].[Li+].[OH-].Cl. (9) Given the product [C:34]([N:15]1[CH2:16][CH2:17][CH:12]([C:10](=[O:11])[CH2:9][CH:8]([C:5]2[CH:6]=[CH:7][C:2]([Br:1])=[CH:3][CH:4]=2)[C:18]2[CH:23]=[CH:22][CH:21]=[CH:20][C:19]=2[CH3:24])[CH2:13][CH2:14]1)(=[O:36])[CH3:35], predict the reactants needed to synthesize it. The reactants are: [Br:1][C:2]1[CH:7]=[CH:6][C:5]([CH:8]([C:18]2[CH:23]=[CH:22][CH:21]=[CH:20][C:19]=2[CH3:24])[CH2:9][C:10]([CH:12]2[CH2:17][CH2:16][NH:15][CH2:14][CH2:13]2)=[O:11])=[CH:4][CH:3]=1.C(N(CC)C(C)C)(C)C.[C:34](Cl)(=[O:36])[CH3:35].